From a dataset of Reaction yield outcomes from USPTO patents with 853,638 reactions. Predict the reaction yield, written as a fraction of the theoretical maximum amount of product (1.0 means a 100% yield; for example, 0.34 means a 34% yield). The reactants are C1(P(C2C=CC=CC=2)C2C=CC=CC=2)C=CC=CC=1.CC(OC(/N=N/C(OC(C)C)=O)=O)C.[C:34]([O:38][C:39](=[O:53])[CH:40]([NH:45][C:46]([O:48][C:49]([CH3:52])([CH3:51])[CH3:50])=[O:47])[CH2:41][CH2:42][CH2:43]O)([CH3:37])([CH3:36])[CH3:35].[C:54]([OH:57])(=[S:56])[CH3:55]. The catalyst is C1COCC1.CCCCCC.CCOCC. The product is [C:34]([O:38][C:39](=[O:53])[CH:40]([NH:45][C:46]([O:48][C:49]([CH3:52])([CH3:51])[CH3:50])=[O:47])[CH2:41][CH2:42][CH2:43][S:56][C:54](=[O:57])[CH3:55])([CH3:37])([CH3:36])[CH3:35]. The yield is 0.919.